This data is from Reaction yield outcomes from USPTO patents with 853,638 reactions. The task is: Predict the reaction yield, written as a fraction of the theoretical maximum amount of product (1.0 means a 100% yield; for example, 0.34 means a 34% yield). (1) The reactants are [CH3:1][O:2][C:3]1[CH:12]=[C:11]([O:13][CH3:14])[CH:10]=[C:9]2[C:4]=1[C:5](=O)[N:6]=[C:7]([C:16]1[CH:21]=[C:20]([CH3:22])[C:19]([O:23]C(=O)C)=[C:18]([CH3:27])[CH:17]=1)[N:8]2[CH3:15].[OH-].[Na+]. The catalyst is C(O)C. The product is [OH:23][C:19]1[C:20]([CH3:22])=[CH:21][C:16]([CH:7]2[N:6]=[CH:5][C:4]3[C:9](=[CH:10][C:11]([O:13][CH3:14])=[CH:12][C:3]=3[O:2][CH3:1])[N:8]2[CH3:15])=[CH:17][C:18]=1[CH3:27]. The yield is 0.430. (2) The reactants are C([O-])([O-])=O.[Cs+].[Cs+].[OH:7][C:8]1[C:16]2[CH:15]=[CH:14][S:13][C:12]=2[CH:11]=[C:10]([C:17]([O:19]CC)=O)[CH:9]=1.F[C:23]1[CH:28]=[CH:27][C:26]([S:29]([CH3:32])(=[O:31])=[O:30])=[CH:25][CH:24]=1.[CH3:33][N:34]1[CH:38]=[CH:37][C:36]([NH2:39])=[N:35]1.[CH3:40]N(C(ON1N=NC2C=CC=NC1=2)=[N+](C)C)C.F[P-](F)(F)(F)(F)F. The catalyst is CN(C=O)C. The product is [CH3:32][S:29]([C:26]1[CH:27]=[CH:28][C:23]([O:7][C:8]2[C:16]3[CH:15]=[C:14]([CH3:40])[S:13][C:12]=3[CH:11]=[C:10]([C:17]([NH:39][C:36]3[CH:37]=[CH:38][N:34]([CH3:33])[N:35]=3)=[O:19])[CH:9]=2)=[CH:24][CH:25]=1)(=[O:31])=[O:30]. The yield is 0.200. (3) The reactants are [C:1]1(B(O)O)[C:10]2[C:5](=[CH:6][CH:7]=[CH:8][CH:9]=2)[CH:4]=[CH:3][CH:2]=1.[Br:14][C:15]1[CH:20]=[CH:19][C:18](I)=[CH:17][CH:16]=1.C(=O)([O-])[O-].[Na+].[Na+]. The catalyst is C1C=CC([P]([Pd]([P](C2C=CC=CC=2)(C2C=CC=CC=2)C2C=CC=CC=2)([P](C2C=CC=CC=2)(C2C=CC=CC=2)C2C=CC=CC=2)[P](C2C=CC=CC=2)(C2C=CC=CC=2)C2C=CC=CC=2)(C2C=CC=CC=2)C2C=CC=CC=2)=CC=1.C1(C)C=CC=CC=1. The product is [Br:14][C:15]1[CH:20]=[CH:19][C:18]([C:1]2[C:10]3[C:5](=[CH:6][CH:7]=[CH:8][CH:9]=3)[CH:4]=[CH:3][CH:2]=2)=[CH:17][CH:16]=1. The yield is 0.810.